Task: Predict the reaction yield, written as a fraction of the theoretical maximum amount of product (1.0 means a 100% yield; for example, 0.34 means a 34% yield).. Dataset: Reaction yield outcomes from USPTO patents with 853,638 reactions (1) The catalyst is O1CCOCC1.C1C=CC(P(C2C=CC=CC=2)C2C=CC=CC=2)=CC=1.C1C=CC(P(C2C=CC=CC=2)C2C=CC=CC=2)=CC=1.Cl[Pd]Cl. The product is [CH2:1]([O:3][C:4]([C:6]1[CH:7]=[C:8]2[C:13](=[CH:14][CH:15]=1)[NH:12][CH:11]([C:16]1[CH:17]=[C:18]([C:31]3[CH:32]=[CH:33][C:28]([C:26]#[N:27])=[CH:29][CH:30]=3)[CH:19]=[C:20]([F:22])[CH:21]=1)[C:10]([CH3:25])([CH3:24])[CH2:9]2)=[O:5])[CH3:2]. The yield is 0.350. The reactants are [CH2:1]([O:3][C:4]([C:6]1[CH:7]=[C:8]2[C:13](=[CH:14][CH:15]=1)[NH:12][CH:11]([C:16]1[CH:21]=[C:20]([F:22])[CH:19]=[C:18](Br)[CH:17]=1)[C:10]([CH3:25])([CH3:24])[CH2:9]2)=[O:5])[CH3:2].[C:26]([C:28]1[CH:33]=[CH:32][C:31](B(O)O)=[CH:30][CH:29]=1)#[N:27].C(=O)([O-])[O-].[Na+].[Na+].C(OCC)(=O)C. (2) The reactants are [Li+].C[Si]([N-][Si](C)(C)C)(C)C.[Cl:11][C:12]1[N:20]=[C:19]([F:21])[C:18]([F:22])=[CH:17][C:13]=1[C:14]([NH2:16])=[O:15].CN(C)[CH:25]=[O:26].Cl. The catalyst is CC1CCCO1. The product is [Cl:11][C:12]1[C:13]2[C:14](=[O:15])[NH:16][CH:25]([OH:26])[C:17]=2[C:18]([F:22])=[C:19]([F:21])[N:20]=1. The yield is 0.880. (3) The yield is 0.980. The reactants are [CH2:1]([C:8]1[CH:13]=[CH:12][N:11]=[CH:10][CH:9]=1)[C:2]1[CH:7]=[CH:6][CH:5]=[CH:4][CH:3]=1.C(O)(=[O:16])C.OO. The product is [CH2:1]([C:8]1[CH:13]=[CH:12][N+:11]([O-:16])=[CH:10][CH:9]=1)[C:2]1[CH:3]=[CH:4][CH:5]=[CH:6][CH:7]=1. The catalyst is C([O-])(O)=O.[Na+].